Dataset: Reaction yield outcomes from USPTO patents with 853,638 reactions. Task: Predict the reaction yield, written as a fraction of the theoretical maximum amount of product (1.0 means a 100% yield; for example, 0.34 means a 34% yield). (1) The reactants are [CH3:1][O:2][C:3]1[N:8]=[CH:7][C:6]([C:9]2[CH:10]=[C:11]3[C:16](=[CH:17][CH:18]=2)[N:15]=[CH:14][N:13]=[C:12]3[C:19]2[CH:20]=[C:21]([CH:25]=[CH:26][CH:27]=2)[C:22]([OH:24])=O)=[CH:5][CH:4]=1.CN(C(ON1N=NC2C=CC=CC1=2)=[N+](C)C)C.F[P-](F)(F)(F)(F)F.CCN(C(C)C)C(C)C.C(OC([N:68]1[CH2:73][CH2:72][NH:71][C@@H:70]([CH3:74])[CH2:69]1)=O)(C)(C)C.C(O)(C(F)(F)F)=O. The catalyst is CN(C=O)C.C(Cl)Cl. The product is [CH3:1][O:2][C:3]1[N:8]=[CH:7][C:6]([C:9]2[CH:10]=[C:11]3[C:16](=[CH:17][CH:18]=2)[N:15]=[CH:14][N:13]=[C:12]3[C:19]2[CH:20]=[C:21]([C:22]([N:71]3[CH2:72][CH2:73][NH:68][CH2:69][C@@H:70]3[CH3:74])=[O:24])[CH:25]=[CH:26][CH:27]=2)=[CH:5][CH:4]=1. The yield is 0.310. (2) The reactants are [C:1]([O:5][C:6](=[O:35])[NH:7][CH2:8][CH2:9][CH2:10][NH:11][CH:12]([C:16]1[N:17]([CH2:27][C:28]2[CH:33]=[CH:32][CH:31]=[C:30]([F:34])[CH:29]=2)[C:18](=[O:26])[C:19]2[C:24]([CH3:25])=[N:23][O:22][C:20]=2[N:21]=1)[CH:13]([CH3:15])[CH3:14])([CH3:4])([CH3:3])[CH3:2].[C:36]1([CH3:45])[CH:41]=[CH:40][C:39]([C:42](Cl)=[O:43])=[CH:38][CH:37]=1.C(N(C(C)C)CC)(C)C. The catalyst is C(Cl)Cl. The product is [C:1]([O:5][C:6](=[O:35])[NH:7][CH2:8][CH2:9][CH2:10][N:11]([CH:12]([C:16]1[N:17]([CH2:27][C:28]2[CH:33]=[CH:32][CH:31]=[C:30]([F:34])[CH:29]=2)[C:18](=[O:26])[C:19]2[C:24]([CH3:25])=[N:23][O:22][C:20]=2[N:21]=1)[CH:13]([CH3:14])[CH3:15])[C:42](=[O:43])[C:39]1[CH:40]=[CH:41][C:36]([CH3:45])=[CH:37][CH:38]=1)([CH3:3])([CH3:4])[CH3:2]. The yield is 0.540. (3) The product is [CH3:11][N:12]1[CH2:17][CH2:16][N:15]([C:7]2[CH:8]=[CH:9][C:4]([C:2](=[O:3])[CH3:1])=[CH:5][CH:6]=2)[CH2:14][CH2:13]1. The yield is 0.820. The reactants are [CH3:1][C:2]([C:4]1[CH:9]=[CH:8][C:7](Br)=[CH:6][CH:5]=1)=[O:3].[CH3:11][N:12]1[CH2:17][CH2:16][NH:15][CH2:14][CH2:13]1.C(=O)([O-])[O-].[K+].[K+]. The catalyst is [Cu].[Cu](I)I. (4) The reactants are [C:1]([O:5][C:6]([N:8]1[C:16]2[C:11](=[CH:12][C:13]([N+:17]([O-:19])=[O:18])=[CH:14][CH:15]=2)[C:10](I)=[CH:9]1)=[O:7])([CH3:4])([CH3:3])[CH3:2].C([Sn](CCCC)(CCCC)[C:26]1[N:31]=[C:30]([N:32]2[CH2:37][CH2:36][CH:35]([NH:38][C:39](=[O:45])[O:40][C:41]([CH3:44])([CH3:43])[CH3:42])[CH2:34][CH2:33]2)[CH:29]=[N:28][CH:27]=1)CCC. The catalyst is CN(C=O)C.C1C=CC([P]([Pd]([P](C2C=CC=CC=2)(C2C=CC=CC=2)C2C=CC=CC=2)([P](C2C=CC=CC=2)(C2C=CC=CC=2)C2C=CC=CC=2)[P](C2C=CC=CC=2)(C2C=CC=CC=2)C2C=CC=CC=2)(C2C=CC=CC=2)C2C=CC=CC=2)=CC=1. The product is [C:41]([O:40][C:39]([NH:38][CH:35]1[CH2:36][CH2:37][N:32]([C:30]2[N:31]=[C:26]([C:10]3[C:11]4[C:16](=[CH:15][CH:14]=[C:13]([N+:17]([O-:19])=[O:18])[CH:12]=4)[N:8]([C:6]([O:5][C:1]([CH3:4])([CH3:3])[CH3:2])=[O:7])[CH:9]=3)[CH:27]=[N:28][CH:29]=2)[CH2:33][CH2:34]1)=[O:45])([CH3:44])([CH3:42])[CH3:43]. The yield is 0.300. (5) The reactants are [N:1]1[CH:6]=[CH:5][CH:4]=[CH:3][C:2]=1[C:7]1[O:8][C:9]2[CH2:14][CH2:13][N:12](C3C=C(C=CC=3)C#N)[CH2:11][C:10]=2[N:23]=1.Br[C:25]1[CH:30]=[C:29]([O:31][CH3:32])[CH:28]=[C:27]([F:33])[CH:26]=1. No catalyst specified. The product is [F:33][C:27]1[CH:26]=[C:25]([N:12]2[CH2:13][CH2:14][C:9]3[O:8][C:7]([C:2]4[CH:3]=[CH:4][CH:5]=[CH:6][N:1]=4)=[N:23][C:10]=3[CH2:11]2)[CH:30]=[C:29]([O:31][CH3:32])[CH:28]=1. The yield is 0.190.